The task is: Predict which catalyst facilitates the given reaction.. This data is from Catalyst prediction with 721,799 reactions and 888 catalyst types from USPTO. (1) Reactant: [C:1]([Mg]Br)#[CH:2].[C:5]([O:13][C@@H:14]1[C:18](=[O:19])[C@H:17]([O:20][C:21](=[O:28])[C:22]2[CH:27]=[CH:26][CH:25]=[CH:24][CH:23]=2)[C@@H:16]([CH2:29][O:30][C:31](=[O:38])[C:32]2[CH:37]=[CH:36][CH:35]=[CH:34][CH:33]=2)[O:15]1)(=[O:12])[C:6]1[CH:11]=[CH:10][CH:9]=[CH:8][CH:7]=1. Product: [C:5]([O:13][C@@H:14]1[C@:18]([C:1]#[CH:2])([OH:19])[C@H:17]([O:20][C:21](=[O:28])[C:22]2[CH:27]=[CH:26][CH:25]=[CH:24][CH:23]=2)[C@@H:16]([CH2:29][O:30][C:31](=[O:38])[C:32]2[CH:33]=[CH:34][CH:35]=[CH:36][CH:37]=2)[O:15]1)(=[O:12])[C:6]1[CH:11]=[CH:10][CH:9]=[CH:8][CH:7]=1. The catalyst class is: 1. (2) Reactant: [F:1][C:2]([F:36])([F:35])[C:3]1[CH:30]=[C:29]([C:31]([F:34])([F:33])[F:32])[CH:28]=[CH:27][C:4]=1[CH2:5][N:6]1[CH2:11][CH2:10][CH:9](/[CH:12]=[C:13]2/[C:14]([NH:19][CH2:20][C:21]([NH:23][CH:24]3[CH2:26][CH2:25]3)=[O:22])=[N:15][C:16](=[O:18])[S:17]/2)[CH2:8][CH2:7]1.[ClH:37].C(OCC)(=O)C. Product: [ClH:37].[F:36][C:2]([F:1])([F:35])[C:3]1[CH:30]=[C:29]([C:31]([F:33])([F:34])[F:32])[CH:28]=[CH:27][C:4]=1[CH2:5][N:6]1[CH2:7][CH2:8][CH:9](/[CH:12]=[C:13]2/[C:14]([NH:19][CH2:20][C:21]([NH:23][CH:24]3[CH2:25][CH2:26]3)=[O:22])=[N:15][C:16](=[O:18])[S:17]/2)[CH2:10][CH2:11]1. The catalyst class is: 1. (3) Reactant: [I:1][C:2]1[CH:7]=[CH:6][CH:5]=[CH:4][C:3]=1[OH:8].[S:9]1[CH:13]=[CH:12][C:11]([CH2:14][CH2:15]O)=[CH:10]1.CCOC(/N=N/C(OCC)=O)=O. Product: [I:1][C:2]1[CH:7]=[CH:6][CH:5]=[CH:4][C:3]=1[O:8][CH2:15][CH2:14][C:11]1[CH:12]=[CH:13][S:9][CH:10]=1. The catalyst class is: 1. (4) Reactant: [CH2:1]([O:8][C:9]1[CH:14]=[CH:13][C:12]([CH3:15])=[CH:11][C:10]=1[O:16][CH3:17])[C:2]1[CH:7]=[CH:6][CH:5]=[CH:4][CH:3]=1.[Br:18]N1C(=O)CCC1=O. Product: [CH2:1]([O:8][C:9]1[C:10]([O:16][CH3:17])=[CH:11][C:12]([CH3:15])=[C:13]([Br:18])[CH:14]=1)[C:2]1[CH:3]=[CH:4][CH:5]=[CH:6][CH:7]=1. The catalyst class is: 9. (5) Reactant: [Br:1][C:2]1[CH:3]=[C:4]2[C:8](=[CH:9][C:10]=1[O:11][CH2:12][C:13]([CH3:15])=[CH2:14])[NH:7][C:6]([C:16]([O:18][CH2:19][CH3:20])=[O:17])=[CH:5]2.[H-].[Na+].[CH3:23]I.[NH4+].[Cl-]. Product: [Br:1][C:2]1[CH:3]=[C:4]2[C:8](=[CH:9][C:10]=1[O:11][CH2:12][C:13]([CH3:15])=[CH2:14])[N:7]([CH3:23])[C:6]([C:16]([O:18][CH2:19][CH3:20])=[O:17])=[CH:5]2. The catalyst class is: 18.